Task: Regression. Given a peptide amino acid sequence and an MHC pseudo amino acid sequence, predict their binding affinity value. This is MHC class I binding data.. Dataset: Peptide-MHC class I binding affinity with 185,985 pairs from IEDB/IMGT The peptide sequence is SKRTKSKIL. The MHC is HLA-B08:01 with pseudo-sequence HLA-B08:01. The binding affinity (normalized) is 0.543.